Dataset: Reaction yield outcomes from USPTO patents with 853,638 reactions. Task: Predict the reaction yield, written as a fraction of the theoretical maximum amount of product (1.0 means a 100% yield; for example, 0.34 means a 34% yield). (1) The reactants are [C:1](=O)([O-])[O-].[K+].[K+].CI.[Cl:9][C:10]1[CH:15]=[C:14](/[C:16](/[C:23]2[CH:28]=[CH:27][C:26]([CH2:29][CH3:30])=[C:25]([O:31][CH3:32])[N:24]=2)=[CH:17]\[CH:18]2[CH2:22][CH2:21][CH2:20][CH2:19]2)[CH:13]=[CH:12][C:11]=1[OH:33].O. The catalyst is CN(C)C=O. The product is [Cl:9][C:10]1[CH:15]=[C:14](/[C:16](/[C:23]2[N:24]=[C:25]([O:31][CH3:32])[C:26]([CH2:29][CH3:30])=[CH:27][CH:28]=2)=[CH:17]\[CH:18]2[CH2:19][CH2:20][CH2:21][CH2:22]2)[CH:13]=[CH:12][C:11]=1[O:33][CH3:1]. The yield is 0.770. (2) The reactants are [F:1][C:2]1[CH:3]=[CH:4][C:5]2[N:6]([C:8]([C:11](=[NH:13])[NH2:12])=[CH:9][N:10]=2)[CH:7]=1.CN(C)/[CH:16]=[C:17](\[N+:23]([O-:25])=[O:24])/[C:18](OCC)=[O:19].C(N(CC)CC)C.C(=O)([O-])[O-].[K+].[K+]. The catalyst is C(O)C. The product is [F:1][C:2]1[CH:3]=[CH:4][C:5]2[N:6]([C:8]([C:11]3[NH:12][C:18](=[O:19])[C:17]([N+:23]([O-:25])=[O:24])=[CH:16][N:13]=3)=[CH:9][N:10]=2)[CH:7]=1. The yield is 0.780.